From a dataset of NCI-60 drug combinations with 297,098 pairs across 59 cell lines. Regression. Given two drug SMILES strings and cell line genomic features, predict the synergy score measuring deviation from expected non-interaction effect. (1) Drug 1: C1=CN(C(=O)N=C1N)C2C(C(C(O2)CO)O)O.Cl. Drug 2: C1CN1C2=NC(=NC(=N2)N3CC3)N4CC4. Cell line: NCI-H226. Synergy scores: CSS=6.93, Synergy_ZIP=-2.37, Synergy_Bliss=-0.855, Synergy_Loewe=0.733, Synergy_HSA=0.697. (2) Drug 2: C#CCC(CC1=CN=C2C(=N1)C(=NC(=N2)N)N)C3=CC=C(C=C3)C(=O)NC(CCC(=O)O)C(=O)O. Drug 1: CC1OCC2C(O1)C(C(C(O2)OC3C4COC(=O)C4C(C5=CC6=C(C=C35)OCO6)C7=CC(=C(C(=C7)OC)O)OC)O)O. Synergy scores: CSS=4.45, Synergy_ZIP=-5.33, Synergy_Bliss=-3.26, Synergy_Loewe=-2.31, Synergy_HSA=-2.21. Cell line: MALME-3M. (3) Drug 1: C1=CC(=C2C(=C1NCCNCCO)C(=O)C3=C(C=CC(=C3C2=O)O)O)NCCNCCO. Drug 2: C(CCl)NC(=O)N(CCCl)N=O. Cell line: NCI/ADR-RES. Synergy scores: CSS=3.97, Synergy_ZIP=-0.291, Synergy_Bliss=2.29, Synergy_Loewe=-3.84, Synergy_HSA=0.217. (4) Drug 1: CN1CCC(CC1)COC2=C(C=C3C(=C2)N=CN=C3NC4=C(C=C(C=C4)Br)F)OC. Drug 2: CNC(=O)C1=NC=CC(=C1)OC2=CC=C(C=C2)NC(=O)NC3=CC(=C(C=C3)Cl)C(F)(F)F. Cell line: MCF7. Synergy scores: CSS=6.61, Synergy_ZIP=-10.1, Synergy_Bliss=-7.51, Synergy_Loewe=-15.0, Synergy_HSA=-6.61. (5) Drug 1: C1=NC2=C(N1)C(=S)N=C(N2)N. Drug 2: CCCCCOC(=O)NC1=NC(=O)N(C=C1F)C2C(C(C(O2)C)O)O. Cell line: OVCAR-4. Synergy scores: CSS=25.4, Synergy_ZIP=1.05, Synergy_Bliss=1.06, Synergy_Loewe=-11.3, Synergy_HSA=0.801.